From a dataset of Full USPTO retrosynthesis dataset with 1.9M reactions from patents (1976-2016). Predict the reactants needed to synthesize the given product. (1) Given the product [CH3:19][C:20]1[O:24][C:23]([NH:25][C:12]([C:11]2[C:6]3[N:7]([C:3]([S:2][CH3:1])=[N:4][N:5]=3)[C:8]([C:15]([F:18])([F:17])[F:16])=[CH:9][CH:10]=2)=[O:14])=[N:22][N:21]=1, predict the reactants needed to synthesize it. The reactants are: [CH3:1][S:2][C:3]1[N:7]2[C:8]([C:15]([F:18])([F:17])[F:16])=[CH:9][CH:10]=[C:11]([C:12]([OH:14])=O)[C:6]2=[N:5][N:4]=1.[CH3:19][C:20]1[O:24][C:23]([NH2:25])=[N:22][N:21]=1.S(Cl)(Cl)=O. (2) Given the product [F:1][C:2]1[CH:3]=[CH:4][C:5]([C:8]2[C:17]([C:28]3[CH:33]=[CH:32][N:31]=[C:30]([NH:34][C:35](=[O:38])[CH2:36][CH3:37])[CH:29]=3)=[C:11]3[O:12][CH2:13][CH2:14][CH:15]([CH3:16])[N:10]3[N:9]=2)=[CH:6][CH:7]=1, predict the reactants needed to synthesize it. The reactants are: [F:1][C:2]1[CH:7]=[CH:6][C:5]([C:8]2[C:17](B3OC(C)(C)C(C)(C)O3)=[C:11]3[O:12][CH2:13][CH2:14][CH:15]([CH3:16])[N:10]3[N:9]=2)=[CH:4][CH:3]=1.Br[C:28]1[CH:33]=[CH:32][N:31]=[C:30]([NH:34][C:35](=[O:38])[CH2:36][CH3:37])[CH:29]=1.C([O-])([O-])=O.[Na+].[Na+]. (3) Given the product [C:1]([C:3]([C:6]1[CH:7]=[C:8]([CH:21]=[CH:22][CH:23]=1)[C:9]([NH:11][C:12]1[CH:17]=[CH:16][C:15]([O:18][CH3:19])=[C:14]([O:20][C:25]2[CH:30]=[CH:29][C:28]([N+:31]([O-:33])=[O:32])=[CH:27][CH:26]=2)[CH:13]=1)=[O:10])([CH3:5])[CH3:4])#[N:2], predict the reactants needed to synthesize it. The reactants are: [C:1]([C:3]([C:6]1[CH:7]=[C:8]([CH:21]=[CH:22][CH:23]=1)[C:9]([NH:11][C:12]1[CH:17]=[CH:16][C:15]([O:18][CH3:19])=[C:14]([OH:20])[CH:13]=1)=[O:10])([CH3:5])[CH3:4])#[N:2].F[C:25]1[CH:30]=[CH:29][C:28]([N+:31]([O-:33])=[O:32])=[CH:27][CH:26]=1.C(=O)([O-])[O-].[K+].[K+]. (4) Given the product [N:8]1[CH:9]=[CH:10][CH:11]=[C:6]([C:4]2[N:3]=[CH:2][N:1]([CH2:14][CH2:13][CH:12]=[O:15])[CH:5]=2)[CH:7]=1, predict the reactants needed to synthesize it. The reactants are: [NH:1]1[CH:5]=[C:4]([C:6]2[CH:7]=[N:8][CH:9]=[CH:10][CH:11]=2)[N:3]=[CH:2]1.[CH:12](=[O:15])[CH:13]=[CH2:14]. (5) Given the product [C:22]([C:2]1[CH:7]=[C:6]([C:8]2[CH:9]=[N:10][C:11]([C:14]([F:17])([F:16])[F:15])=[CH:12][CH:13]=2)[N:5]=[CH:4][C:3]=1[C:18]([O:20][CH3:21])=[O:19])#[N:23], predict the reactants needed to synthesize it. The reactants are: Cl[C:2]1[CH:7]=[C:6]([C:8]2[CH:9]=[N:10][C:11]([C:14]([F:17])([F:16])[F:15])=[CH:12][CH:13]=2)[N:5]=[CH:4][C:3]=1[C:18]([O:20][CH3:21])=[O:19].[CH3:22][N:23](C)C=O. (6) Given the product [CH2:1]([N:15]([SiH2:18][N:10]([CH2:11][CH2:12][CH2:13][CH3:14])[CH2:6][CH2:7][CH2:8][CH3:9])[CH2:20][CH2:21][CH2:22][CH3:23])[CH2:2][CH2:3][CH3:4], predict the reactants needed to synthesize it. The reactants are: [CH2:1]([Li])[CH2:2][CH2:3][CH3:4].[CH2:6]([NH:10][CH2:11][CH2:12][CH2:13][CH3:14])[CH2:7][CH2:8][CH3:9].[NH2-:15].[Li+].I[SiH2:18]I.[CH3:20][CH2:21][CH2:22][CH2:23]C.